From a dataset of Full USPTO retrosynthesis dataset with 1.9M reactions from patents (1976-2016). Predict the reactants needed to synthesize the given product. (1) The reactants are: [Cl:1][C:2]1[CH:24]=[C:23]([CH3:25])[C:5]([O:6][C:7]2[C:12]([N+:13]([O-])=O)=[C:11]([NH:16][CH:17]([CH2:20][CH3:21])[CH2:18][CH3:19])[CH:10]=[C:9]([CH3:22])[N:8]=2)=[C:4]([CH3:26])[CH:3]=1.CC(O)=O. Given the product [Cl:1][C:2]1[CH:24]=[C:23]([CH3:25])[C:5]([O:6][C:7]2[C:12]([NH2:13])=[C:11]([NH:16][CH:17]([CH2:20][CH3:21])[CH2:18][CH3:19])[CH:10]=[C:9]([CH3:22])[N:8]=2)=[C:4]([CH3:26])[CH:3]=1, predict the reactants needed to synthesize it. (2) Given the product [CH3:18][O:17][C:16]1[CH:15]=[CH:14][CH:13]=[C:12]([O:19][CH3:20])[C:11]=1[CH:2]1[N:1]([CH2:31][C:22]2[CH:23]=[CH:24][C:25]3[C:30](=[CH:29][CH:28]=[CH:27][CH:26]=3)[N:21]=2)[C:5](=[O:7])[CH:4]([CH3:10])[CH2:3]1, predict the reactants needed to synthesize it. The reactants are: [NH2:1][CH:2]([C:11]1[C:16]([O:17][CH3:18])=[CH:15][CH:14]=[CH:13][C:12]=1[O:19][CH3:20])[CH2:3][CH:4]([CH3:10])[C:5]([O:7]CC)=O.[N:21]1[C:30]2[C:25](=[CH:26][CH:27]=[CH:28][CH:29]=2)[CH:24]=[CH:23][C:22]=1[CH:31]=O.